Dataset: Reaction yield outcomes from USPTO patents with 853,638 reactions. Task: Predict the reaction yield, written as a fraction of the theoretical maximum amount of product (1.0 means a 100% yield; for example, 0.34 means a 34% yield). (1) The reactants are [CH3:1][C:2]([CH3:9])([CH2:7][OH:8])[C:3]([O:5][CH3:6])=[O:4].[C:10]1([CH3:20])[CH:15]=[CH:14][C:13]([S:16](Cl)(=[O:18])=[O:17])=[CH:12][CH:11]=1.N1C=CC=CC=1. The catalyst is CN(C)C1C=CN=CC=1.C1(C)C=CC=CC=1. The product is [CH3:1][C:2]([CH3:9])([CH2:7][O:8][S:16]([C:13]1[CH:14]=[CH:15][C:10]([CH3:20])=[CH:11][CH:12]=1)(=[O:18])=[O:17])[C:3]([O:5][CH3:6])=[O:4]. The yield is 1.00. (2) The reactants are Br[C:2]1[C:6]2[CH2:7][N:8]([C:11]([O:13][C:14]([CH3:17])([CH3:16])[CH3:15])=[O:12])[CH2:9][CH2:10][C:5]=2[N:4]([CH:18]2[CH2:23][CH2:22][S:21](=[O:25])(=[O:24])[CH2:20][CH2:19]2)[N:3]=1.[F:26][CH:27]([F:42])[C:28]1[C:29]([C:36]2[CH:37]=[N:38][N:39]([CH3:41])[CH:40]=2)=[CH:30][C:31]([F:35])=[C:32]([CH:34]=1)[NH2:33].CC([O-])(C)C.[Na+].C1(P(C2CCCCC2)C2C(OC)=CC=C(OC)C=2C2C(C(C)C)=CC(C(C)C)=CC=2C(C)C)CCCCC1. The catalyst is O1CCOCC1. The product is [F:42][CH:27]([F:26])[C:28]1[C:29]([C:36]2[CH:37]=[N:38][N:39]([CH3:41])[CH:40]=2)=[CH:30][C:31]([F:35])=[C:32]([NH:33][C:2]2[C:6]3[CH2:7][N:8]([C:11]([O:13][C:14]([CH3:17])([CH3:16])[CH3:15])=[O:12])[CH2:9][CH2:10][C:5]=3[N:4]([CH:18]3[CH2:23][CH2:22][S:21](=[O:25])(=[O:24])[CH2:20][CH2:19]3)[N:3]=2)[CH:34]=1. The yield is 0.540.